From a dataset of Full USPTO retrosynthesis dataset with 1.9M reactions from patents (1976-2016). Predict the reactants needed to synthesize the given product. (1) The reactants are: [NH2:1][C:2]1[N:10]=[C:9]2[C:5]([C:6]([C:18]3[CH:23]=[CH:22][N:21]=[CH:20][CH:19]=3)=[C:7]([C:11]3[CH:16]=[CH:15][C:14]([F:17])=[CH:13][CH:12]=3)[NH:8]2)=[CH:4][CH:3]=1.[F:24]NS(C1C=CC=CC=1)(=O)=O. Given the product [NH2:1][C:2]1[N:10]=[C:9]2[C:5]([C:6]([C:18]3[CH:23]=[CH:22][N:21]=[CH:20][CH:19]=3)=[C:7]([C:11]3[CH:12]=[CH:13][C:14]([F:17])=[CH:15][CH:16]=3)[NH:8]2)=[CH:4][C:3]=1[F:24], predict the reactants needed to synthesize it. (2) Given the product [NH2:30][C:25]1[CH:26]=[CH:27][CH:28]=[CH:29][C:24]=1[NH:31][C:19](=[O:20])[C:18]1[CH:17]=[CH:16][C:15]([CH2:14][NH:13][C:10]2[CH:11]=[CH:12][C:7]([N:1]3[CH2:6][CH2:5][O:4][CH2:3][CH2:2]3)=[CH:8][CH:9]=2)=[CH:23][CH:22]=1, predict the reactants needed to synthesize it. The reactants are: [N:1]1([C:7]2[CH:12]=[CH:11][C:10]([NH:13][CH2:14][C:15]3[CH:23]=[CH:22][C:18]([C:19](O)=[O:20])=[CH:17][CH:16]=3)=[CH:9][CH:8]=2)[CH2:6][CH2:5][O:4][CH2:3][CH2:2]1.[C:24]1([NH2:31])[CH:29]=[CH:28][CH:27]=[CH:26][C:25]=1[NH2:30].F[P-](F)(F)(F)(F)F.N1(O[P+](N(C)C)(N(C)C)N(C)C)C2C=CC=CC=2N=N1.CCN(CC)CC.